From a dataset of Catalyst prediction with 721,799 reactions and 888 catalyst types from USPTO. Predict which catalyst facilitates the given reaction. Reactant: [OH:1][C:2]1[C:3]([C:8]([O:10][CH3:11])=[O:9])=[N:4][CH:5]=[CH:6][CH:7]=1.C(N(CC)CC)C.[F:19][C:20]([F:33])([F:32])[S:21](O[S:21]([C:20]([F:33])([F:32])[F:19])(=[O:23])=[O:22])(=[O:23])=[O:22]. Product: [F:19][C:20]([F:33])([F:32])[S:21]([O:1][C:2]1[C:3]([C:8]([O:10][CH3:11])=[O:9])=[N:4][CH:5]=[CH:6][CH:7]=1)(=[O:23])=[O:22]. The catalyst class is: 2.